This data is from Full USPTO retrosynthesis dataset with 1.9M reactions from patents (1976-2016). The task is: Predict the reactants needed to synthesize the given product. (1) Given the product [F:26][C:23]1[CH:22]=[CH:21][C:20]([C:18]2[O:19][C:15]3[CH:14]=[C:13]([N:32]([CH3:37])[S:33]([CH3:36])(=[O:34])=[O:35])[C:12]([C:9]4[CH:10]=[CH:11][C:6]5[CH:5]=[CH:48][N:39]6[C:40]7[CH:41]=[CH:42][CH:43]=[CH:44][C:45]=7[C:46]([CH3:47])=[C:38]6[C:7]=5[N:8]=4)=[CH:31][C:16]=3[C:17]=2[C:27]([NH:28][CH3:29])=[O:30])=[CH:25][CH:24]=1, predict the reactants needed to synthesize it. The reactants are: C(O/C=[CH:5]/[C:6]1[C:7]([C:38]2[N:39]([C:48](OC(C)(C)C)=O)[C:40]3[C:45]([C:46]=2[CH3:47])=[CH:44][CH:43]=[CH:42][CH:41]=3)=[N:8][C:9]([C:12]2[C:13]([N:32]([CH3:37])[S:33]([CH3:36])(=[O:35])=[O:34])=[CH:14][C:15]3[O:19][C:18]([C:20]4[CH:25]=[CH:24][C:23]([F:26])=[CH:22][CH:21]=4)=[C:17]([C:27](=[O:30])[NH:28][CH3:29])[C:16]=3[CH:31]=2)=[CH:10][CH:11]=1)C.Cl. (2) Given the product [CH2:1]([N:8]1[CH2:12][CH2:11][C:10]2([CH2:17][CH2:16][C:15]([C:19]3[CH:24]=[CH:23][N:22]=[CH:21][CH:20]=3)=[CH:14][CH2:13]2)[CH2:9]1)[C:2]1[CH:3]=[CH:4][CH:5]=[CH:6][CH:7]=1, predict the reactants needed to synthesize it. The reactants are: [CH2:1]([N:8]1[CH2:12][CH2:11][C:10]2([CH2:17][CH2:16][C:15]([C:19]3[CH:24]=[CH:23][N:22]=[CH:21][CH:20]=3)(O)[CH2:14][CH2:13]2)[CH2:9]1)[C:2]1[CH:7]=[CH:6][CH:5]=[CH:4][CH:3]=1.O=S(Cl)Cl.C([O-])(O)=O.[Na+]. (3) The reactants are: CC1(C)[O:6][C:5](=[CH:7][C:8]([N:10]([CH2:13][C:14]2[CH:19]=[CH:18][C:17]([F:20])=[CH:16][CH:15]=2)[O:11][CH3:12])=[O:9])[C:4](=[O:21])O1.[CH:23]1([CH2:27][S:28]([NH2:31])(=[O:30])=[O:29])[CH2:26][CH2:25][CH2:24]1. Given the product [F:20][C:17]1[CH:16]=[CH:15][C:14]([CH2:13][N:10]([O:11][CH3:12])[C:8](=[O:9])[CH:7]=[C:5]([OH:6])[C:4]([NH:31][S:28]([CH2:27][CH:23]2[CH2:26][CH2:25][CH2:24]2)(=[O:30])=[O:29])=[O:21])=[CH:19][CH:18]=1, predict the reactants needed to synthesize it. (4) Given the product [OH:1][CH2:2][CH2:3][C:4]1([CH2:17][CH2:16][C:18](=[O:19])[CH2:20][CH3:21])[CH2:12][C:11]2[C:6](=[CH:7][CH:8]=[C:9]([O:13][CH3:14])[CH:10]=2)[C:5]1=[O:15], predict the reactants needed to synthesize it. The reactants are: [OH:1][CH2:2][CH2:3][CH:4]1[CH2:12][C:11]2[C:6](=[CH:7][CH:8]=[C:9]([O:13][CH3:14])[CH:10]=2)[C:5]1=[O:15].[CH:16]([C:18]([CH2:20][CH3:21])=[O:19])=[CH2:17].C[O-].[Na+].